This data is from Full USPTO retrosynthesis dataset with 1.9M reactions from patents (1976-2016). The task is: Predict the reactants needed to synthesize the given product. (1) Given the product [F:52][C:49]1[CH:48]=[N:47][C:25]([N:22]2[CH2:23][CH2:24][CH:19]([CH2:18][O:17][C:14]3[CH:15]=[N:16][C:11]([C:8]4[CH:7]=[CH:6][C:5]([S:2]([CH3:1])(=[O:3])=[O:4])=[CH:10][CH:9]=4)=[CH:12][CH:13]=3)[CH2:20][CH2:21]2)=[N:51][CH:50]=1, predict the reactants needed to synthesize it. The reactants are: [CH3:1][S:2]([C:5]1[CH:10]=[CH:9][C:8]([C:11]2[N:16]=[CH:15][C:14]([O:17][CH2:18][CH:19]3[CH2:24][CH2:23][N:22]([C:25](OC(C)(C)C)=O)[CH2:21][CH2:20]3)=[CH:13][CH:12]=2)=[CH:7][CH:6]=1)(=[O:4])=[O:3].C(O)(C(F)(F)F)=O.C([O-])([O-])=O.[K+].[K+].ClC1[N:51]=[CH:50][C:49]([F:52])=[CH:48][N:47]=1. (2) Given the product [OH:22][CH2:23][CH2:24][O:25][C:26]1[C:33]([CH3:34])=[CH:32][C:29]([C:30]2[NH:10][C:8](=[O:9])[C:7]3[C:2](=[CH:3][C:4]([O:20][CH3:21])=[C:5]([CH2:13][N:14]4[CH2:19][CH2:18][O:17][CH2:16][CH2:15]4)[C:6]=3[O:11][CH3:12])[N:1]=2)=[CH:28][C:27]=1[CH3:35], predict the reactants needed to synthesize it. The reactants are: [NH2:1][C:2]1[C:7]([C:8]([NH2:10])=[O:9])=[C:6]([O:11][CH3:12])[C:5]([CH2:13][N:14]2[CH2:19][CH2:18][O:17][CH2:16][CH2:15]2)=[C:4]([O:20][CH3:21])[CH:3]=1.[OH:22][CH2:23][CH2:24][O:25][C:26]1[C:33]([CH3:34])=[CH:32][C:29]([CH:30]=O)=[CH:28][C:27]=1[CH3:35].S(=O)(O)[O-].[Na+].C1(C)C=CC(S(O)(=O)=O)=CC=1. (3) Given the product [NH2:1][C:4]1[CH:5]=[N:6][N:7]([CH2:9][CH2:10][NH:11][S:12]([CH3:15])(=[O:14])=[O:13])[CH:8]=1, predict the reactants needed to synthesize it. The reactants are: [N+:1]([C:4]1[CH:5]=[N:6][N:7]([CH2:9][CH2:10][NH:11][S:12]([CH3:15])(=[O:14])=[O:13])[CH:8]=1)([O-])=O. (4) Given the product [CH:21](=[N:1][C:2]1[C:7]2[N:8]([C:11]3[CH:16]=[CH:15][CH:14]=[CH:13][CH:12]=3)[CH:9]=[N:10][C:6]=2[CH:5]=[C:4]([C:17]([F:20])([F:19])[F:18])[CH:3]=1)[C:22]1[CH:27]=[CH:26][CH:25]=[CH:24][CH:23]=1, predict the reactants needed to synthesize it. The reactants are: [NH2:1][C:2]1[C:7]2[N:8]([C:11]3[CH:16]=[CH:15][CH:14]=[CH:13][CH:12]=3)[CH:9]=[N:10][C:6]=2[CH:5]=[C:4]([C:17]([F:20])([F:19])[F:18])[CH:3]=1.[CH:21](=O)[C:22]1[CH:27]=[CH:26][CH:25]=[CH:24][CH:23]=1.C1(C)C=CC(S(O)(=O)=O)=CC=1. (5) Given the product [CH3:40][O:39][C:38]1[CH:37]=[CH:36][C:35]([C:41]2[CH:46]=[CH:45][CH:44]=[CH:43][CH:42]=2)=[CH:34][C:33]=1[NH:30][C:31]([N:16]1[CH2:15][C:14]2[CH:13]=[N:12][C:11]3[NH:10][N:9]=[CH:8][C:20]=3[C:19]=2[CH2:18][CH2:17]1)=[O:32], predict the reactants needed to synthesize it. The reactants are: FC(F)(F)C([O-])=O.[CH:8]1[C:20]2[C:19]3[CH2:18][CH2:17][NH2+:16][CH2:15][C:14]=3[CH:13]=[N:12][C:11]=2[NH:10][N:9]=1.CCN(C(C)C)C(C)C.[N:30]([C:33]1[CH:34]=[C:35]([C:41]2[CH:46]=[CH:45][CH:44]=[CH:43][CH:42]=2)[CH:36]=[CH:37][C:38]=1[O:39][CH3:40])=[C:31]=[O:32].ClCCl.